Dataset: Catalyst prediction with 721,799 reactions and 888 catalyst types from USPTO. Task: Predict which catalyst facilitates the given reaction. (1) Reactant: Br[C:2]1[C:11]2[C:6](=[CH:7][C:8]([F:13])=[CH:9][C:10]=2[F:12])[N:5]=[C:4]([N:14]2[CH2:18][CH2:17][CH2:16][C:15]2=[O:19])[C:3]=1[CH3:20].[CH3:21][O:22][C:23]1[N:28]=[CH:27][C:26]([C:29]2[CH:30]=[N:31][C:32]([N:36]3[CH2:41][CH2:40][O:39][CH2:38][CH2:37]3)=[CH:33][C:34]=2[NH2:35])=[CH:25][CH:24]=1. Product: [F:12][C:10]1[CH:9]=[C:8]([F:13])[CH:7]=[C:6]2[C:11]=1[C:2]([NH:35][C:34]1[CH:33]=[C:32]([N:36]3[CH2:41][CH2:40][O:39][CH2:38][CH2:37]3)[N:31]=[CH:30][C:29]=1[C:26]1[CH:27]=[N:28][C:23]([O:22][CH3:21])=[CH:24][CH:25]=1)=[C:3]([CH3:20])[C:4]([N:14]1[CH2:18][CH2:17][CH2:16][C:15]1=[O:19])=[N:5]2. The catalyst class is: 11. (2) Reactant: CN(C(ON1N=NC2C=CC=NC1=2)=[N+](C)C)C.F[P-](F)(F)(F)(F)F.[F:25][C:26]([F:30])([F:29])[CH2:27][NH2:28].[CH2:31]([N:33]([CH2:60][C:61](O)=[O:62])[C:34]([C:36]1[CH:37]=[C:38]2[C:46](=[CH:47][CH:48]=1)[N:45]([S:49]([CH2:52][CH3:53])(=[O:51])=[O:50])[C:44]1[CH2:43][CH2:42][CH:41]([CH:54]3[CH2:59][CH2:58][O:57][CH2:56][CH2:55]3)[CH2:40][C:39]2=1)=[O:35])[CH3:32].C(N(CC)C(C)C)(C)C. Product: [CH2:31]([N:33]([CH2:60][C:61](=[O:62])[NH:28][CH2:27][C:26]([F:30])([F:29])[F:25])[C:34]([C:36]1[CH:37]=[C:38]2[C:46](=[CH:47][CH:48]=1)[N:45]([S:49]([CH2:52][CH3:53])(=[O:51])=[O:50])[C:44]1[CH2:43][CH2:42][CH:41]([CH:54]3[CH2:55][CH2:56][O:57][CH2:58][CH2:59]3)[CH2:40][C:39]2=1)=[O:35])[CH3:32]. The catalyst class is: 3.